The task is: Predict the reaction yield, written as a fraction of the theoretical maximum amount of product (1.0 means a 100% yield; for example, 0.34 means a 34% yield).. This data is from Reaction yield outcomes from USPTO patents with 853,638 reactions. (1) The reactants are [C:1]([O:5][C:6]([NH:8][C@H:9]([C:15]([OH:17])=O)[CH2:10][CH2:11][C:12](=[O:14])[NH2:13])=[O:7])([CH3:4])([CH3:3])[CH3:2].C(C1NC=CN=1)(C1NC=CN=1)=O. The catalyst is C1COCC1. The product is [C:1]([O:5][C:6]([NH:8][CH:9]1[CH2:10][CH2:11][C:12](=[O:14])[NH:13][C:15]1=[O:17])=[O:7])([CH3:4])([CH3:3])[CH3:2]. The yield is 0.450. (2) The reactants are CC(C)=[O:3].OS(O)(=O)=O.O=[Cr](=O)=O.[Br:14][C:15]1[C:16]([Cl:27])=[CH:17][C:18]([O:25][CH3:26])=[C:19]([CH2:21][CH2:22][CH:23]=[O:24])[CH:20]=1. The catalyst is CC(C)=O. The product is [Br:14][C:15]1[C:16]([Cl:27])=[CH:17][C:18]([O:25][CH3:26])=[C:19]([CH2:21][CH2:22][C:23]([OH:3])=[O:24])[CH:20]=1. The yield is 0.380.